Dataset: Forward reaction prediction with 1.9M reactions from USPTO patents (1976-2016). Task: Predict the product of the given reaction. (1) Given the reactants [CH3:1][C:2]1[C:3](=[O:14])[O:4][CH2:5][C@H:6]([C:8]2[CH:13]=[CH:12][CH:11]=[CH:10][CH:9]=2)[N:7]=1.I[CH2:16][CH:17]1[CH2:21][CH2:20][CH2:19][CH2:18]1, predict the reaction product. The product is: [CH:17]1([CH2:16][C@@:2]2([CH3:1])[C:3](=[O:14])[O:4][CH2:5][C@H:6]([C:8]3[CH:13]=[CH:12][CH:11]=[CH:10][CH:9]=3)[NH:7]2)[CH2:21][CH2:20][CH2:19][CH2:18]1. (2) The product is: [F:41][C:37]1[CH:36]=[C:35]([C:34]#[C:33][C:29]2[NH:30][O:31][CH:32]3[NH:25][CH2:26][CH2:27][C:28]=23)[CH:40]=[CH:39][CH:38]=1. Given the reactants ClC1C=C(C#CC2NOC3NCCC=23)C=CC=1.C(OC([N:25]1[CH:32]2[CH:28]([C:29]([C:33]#[C:34][C:35]3[CH:40]=[CH:39][CH:38]=[C:37]([F:41])[CH:36]=3)=[N:30][O:31]2)[CH2:27][CH2:26]1)=O)(C)(C)C, predict the reaction product. (3) Given the reactants [OH:1][CH2:2][C:3]1[CH:8]=[CH:7][C:6]([CH2:9][CH2:10][C:11]([O:13][CH2:14][CH3:15])=[O:12])=[CH:5][CH:4]=1.[Br:16][C:17]1[C:21]2[CH:22]=[C:23](O)[CH:24]=[CH:25][C:20]=2[S:19][CH:18]=1.C1COCC1, predict the reaction product. The product is: [Br:16][C:17]1[C:21]2[CH:22]=[C:23]([O:1][CH2:2][C:3]3[CH:8]=[CH:7][C:6]([CH2:9][CH2:10][C:11]([O:13][CH2:14][CH3:15])=[O:12])=[CH:5][CH:4]=3)[CH:24]=[CH:25][C:20]=2[S:19][CH:18]=1.